Task: Predict the product of the given reaction.. Dataset: Forward reaction prediction with 1.9M reactions from USPTO patents (1976-2016) (1) Given the reactants [F:1][C:2]1[CH:7]=[CH:6][C:5]([C@H:8]([CH3:24])[CH2:9][C:10]([N:12]2[C@@H:16]([C:17]3[CH:22]=[CH:21][CH:20]=[CH:19][CH:18]=3)[CH2:15][O:14][C:13]2=[O:23])=[O:11])=[CH:4][CH:3]=1.C[Si](C)(C)[N-][Si](C)(C)C.[K+].CC(C1C=C(C(C)C)C(S([N:50]=[N+:51]=[N-:52])(=O)=O)=C(C(C)C)C=1)C.C(O)(=O)C.C([O-])(=O)C.[K+], predict the reaction product. The product is: [N:50]([C@@H:9]([C@H:8]([C:5]1[CH:4]=[CH:3][C:2]([F:1])=[CH:7][CH:6]=1)[CH3:24])[C:10]([N:12]1[C@@H:16]([C:17]2[CH:18]=[CH:19][CH:20]=[CH:21][CH:22]=2)[CH2:15][O:14][C:13]1=[O:23])=[O:11])=[N+:51]=[N-:52]. (2) Given the reactants [F:1][C:2]([F:19])([F:18])[C:3]1[CH:8]=[CH:7][C:6]([S:9]([N:12]2[CH2:17][CH2:16][NH:15][CH2:14][CH2:13]2)(=[O:11])=[O:10])=[CH:5][CH:4]=1.C1C=CC2N(O)N=NC=2C=1.O.CN(C(ON1N=NC2C=CC=CC1=2)=[N+](C)C)C.F[P-](F)(F)(F)(F)F.[CH3:55][C:56]1[CH:61]=[C:60]([C:62](O)=[O:63])[CH:59]=[CH:58][N:57]=1.CCN(C(C)C)C(C)C, predict the reaction product. The product is: [CH3:55][C:56]1[CH:61]=[C:60]([C:62]([N:15]2[CH2:16][CH2:17][N:12]([S:9]([C:6]3[CH:5]=[CH:4][C:3]([C:2]([F:1])([F:18])[F:19])=[CH:8][CH:7]=3)(=[O:10])=[O:11])[CH2:13][CH2:14]2)=[O:63])[CH:59]=[CH:58][N:57]=1. (3) Given the reactants [Cl:1][C:2]1[C:3]([N:8]2[CH:12]=[CH:11][C:10]([CH:13]=O)=[N:9]2)=[N:4][CH:5]=[CH:6][CH:7]=1.Cl.[CH3:16][O:17][NH2:18], predict the reaction product. The product is: [CH3:16][O:17][N:18]=[CH:13][C:10]1[CH:11]=[CH:12][N:8]([C:3]2[C:2]([Cl:1])=[CH:7][CH:6]=[CH:5][N:4]=2)[N:9]=1. (4) Given the reactants [OH:1][C:2]1[CH:11]=[CH:10][C:5]([C:6]([O:8]C)=[O:7])=[CH:4][CH:3]=1.[CH2:12](O)/[CH:13]=[CH:14]/[CH3:15], predict the reaction product. The product is: [CH2:12]([O:1][C:2]1[CH:11]=[CH:10][C:5]([C:6]([OH:8])=[O:7])=[CH:4][CH:3]=1)/[CH:13]=[CH:14]/[CH3:15]. (5) Given the reactants C(O[C:6]([N:8]1[CH2:13][CH2:12][N:11]([C:14](=O)[C:15]2C=[C:19]([Cl:21])[CH:18]=[CH:17][C:16]=2[Cl:22])[CH2:10][CH2:9]1)=[O:7])(C)(C)C.Cl, predict the reaction product. The product is: [ClH:21].[Cl:21][C:19]1[CH:18]=[CH:17][C:16]([Cl:22])=[CH:15][C:14]=1[N:11]1[CH2:10][CH2:9][N:8]([CH:6]=[O:7])[CH2:13][CH2:12]1. (6) The product is: [Cl:23][C:22]1[C:17]([N:14]2[CH2:15][CH2:16][N:11]([C:9]3[NH:8][C:7]4[C:2]([C:32]5[CH:31]=[C:30]([F:29])[CH:35]=[C:34]([F:36])[CH:33]=5)=[CH:3][C:4]([C:25]([F:27])([F:26])[F:28])=[CH:5][C:6]=4[N:10]=3)[C@H:12]([CH3:24])[CH2:13]2)=[N:18][CH:19]=[CH:20][CH:21]=1. Given the reactants Br[C:2]1[C:7]2[NH:8][C:9]([N:11]3[CH2:16][CH2:15][N:14]([C:17]4[C:22]([Cl:23])=[CH:21][CH:20]=[CH:19][N:18]=4)[CH2:13][C@H:12]3[CH3:24])=[N:10][C:6]=2[CH:5]=[C:4]([C:25]([F:28])([F:27])[F:26])[CH:3]=1.[F:29][C:30]1[CH:31]=[C:32](B(O)O)[CH:33]=[C:34]([F:36])[CH:35]=1, predict the reaction product. (7) Given the reactants [Cl:1][C:2]1[CH:7]=[CH:6][CH:5]=[C:4](I)[CH:3]=1.[CH3:9][O:10][C:11](=[O:36])[C:12]1[CH:17]=[CH:16][CH:15]=[C:14]([CH2:18][N:19]([C:30]2[CH:35]=[CH:34][CH:33]=[CH:32][CH:31]=2)[C:20](=[O:29])[C:21]#[C:22][C:23]2[CH:28]=[CH:27][CH:26]=[CH:25][CH:24]=2)[CH:13]=1, predict the reaction product. The product is: [CH3:9][O:10][C:11](=[O:36])[C:12]1[CH:17]=[CH:16][CH:15]=[C:14]([CH2:18][N:19]2[C:30]3[C:35](=[CH:34][CH:33]=[CH:32][CH:31]=3)/[C:21](=[C:22](\[C:4]3[CH:5]=[CH:6][CH:7]=[C:2]([Cl:1])[CH:3]=3)/[C:23]3[CH:24]=[CH:25][CH:26]=[CH:27][CH:28]=3)/[C:20]2=[O:29])[CH:13]=1.